Dataset: Peptide-MHC class I binding affinity with 185,985 pairs from IEDB/IMGT. Task: Regression. Given a peptide amino acid sequence and an MHC pseudo amino acid sequence, predict their binding affinity value. This is MHC class I binding data. The peptide sequence is ETLNEYKQLY. The MHC is HLA-A11:01 with pseudo-sequence HLA-A11:01. The binding affinity (normalized) is 0.129.